Dataset: Full USPTO retrosynthesis dataset with 1.9M reactions from patents (1976-2016). Task: Predict the reactants needed to synthesize the given product. Given the product [ClH:22].[CH:1]([N:4]1[CH2:5][CH2:6][CH:7]([CH:10]2[CH2:14][CH2:13][CH2:12][NH:11]2)[CH2:8][CH2:9]1)([CH3:3])[CH3:2], predict the reactants needed to synthesize it. The reactants are: [CH:1]([N:4]1[CH2:9][CH2:8][CH:7]([CH:10]2[CH2:14][CH2:13][CH2:12][N:11]2C(OC(C)(C)C)=O)[CH2:6][CH2:5]1)([CH3:3])[CH3:2].[ClH:22].O1CCOCC1.